Dataset: Catalyst prediction with 721,799 reactions and 888 catalyst types from USPTO. Task: Predict which catalyst facilitates the given reaction. Reactant: [CH2:1]([O:4][C:5](=[O:39])[CH2:6][C:7](=[O:38])[CH:8]([NH:30][C:31]([O:33][C:34]([CH3:37])([CH3:36])[CH3:35])=[O:32])[CH2:9][S:10][C:11](C1C=CC=CC=1)(C1C=CC=CC=1)C1C=CC=CC=1)[CH:2]=[CH2:3].N1CCCCC1.C=O. Product: [CH2:1]([O:4][C:5]([CH:6]1[C:7](=[O:38])[CH:8]([NH:30][C:31]([O:33][C:34]([CH3:35])([CH3:36])[CH3:37])=[O:32])[CH2:9][S:10][CH2:11]1)=[O:39])[CH:2]=[CH2:3]. The catalyst class is: 52.